This data is from Reaction yield outcomes from USPTO patents with 853,638 reactions. The task is: Predict the reaction yield, written as a fraction of the theoretical maximum amount of product (1.0 means a 100% yield; for example, 0.34 means a 34% yield). The reactants are [CH3:1][N:2]1[CH2:7][CH2:6][N:5]([C:8]2[CH:13]=[CH:12][C:11]([NH2:14])=[C:10]([C:15]3[S:16][CH:17]=[CH:18][C:19]=3[CH3:20])[CH:9]=2)[CH2:4][CH2:3]1.[C:21]([C:23]1[O:27][C:26]([C:28](Cl)=[O:29])=[CH:25][CH:24]=1)#[N:22].CCN(C(C)C)C(C)C. No catalyst specified. The product is [CH3:1][N:2]1[CH2:3][CH2:4][N:5]([C:8]2[CH:13]=[CH:12][C:11]([NH:14][C:28]([C:26]3[O:27][C:23]([C:21]#[N:22])=[CH:24][CH:25]=3)=[O:29])=[C:10]([C:15]3[S:16][CH:17]=[CH:18][C:19]=3[CH3:20])[CH:9]=2)[CH2:6][CH2:7]1. The yield is 0.360.